From a dataset of Forward reaction prediction with 1.9M reactions from USPTO patents (1976-2016). Predict the product of the given reaction. (1) Given the reactants [C:1]([C:3]1[C:8](=O)[NH:7][C:6]([CH:10]([F:12])[CH3:11])=[C:5]([C:13]([O:15][CH2:16][CH3:17])=[O:14])[CH:4]=1)#[N:2].CN(C=O)C.O=S(Cl)[Cl:25], predict the reaction product. The product is: [Cl:25][C:8]1[C:3]([C:1]#[N:2])=[CH:4][C:5]([C:13]([O:15][CH2:16][CH3:17])=[O:14])=[C:6]([CH:10]([F:12])[CH3:11])[N:7]=1. (2) Given the reactants [F:1][C:2]1[CH:35]=[CH:34][C:5]([C:6](/[N:8]=[C:9]2\[NH:10][C:11]3[CH:26]=[CH:25][C:24]([CH2:27][N:28]4[CH2:33][CH2:32][CH2:31][CH2:30][CH2:29]4)=[CH:23][C:12]=3[N:13]\2[C@@H:14]2[CH2:19][CH2:18][C@H:17]([C:20](O)=[O:21])[CH2:16][CH2:15]2)=[O:7])=[CH:4][CH:3]=1.[S:36]1[CH:40]=[CH:39][N:38]=[C:37]1[NH2:41].CN(C=O)C.C(Cl)CCl, predict the reaction product. The product is: [F:1][C:2]1[CH:3]=[CH:4][C:5]([C:6](/[N:8]=[C:9]2\[NH:10][C:11]3[CH:26]=[CH:25][C:24]([CH2:27][N:28]4[CH2:33][CH2:32][CH2:31][CH2:30][CH2:29]4)=[CH:23][C:12]=3[N:13]\2[C@H:14]2[CH2:19][CH2:18][C@@H:17]([C:20](=[O:21])[NH:41][C:37]3[S:36][CH:40]=[CH:39][N:38]=3)[CH2:16][CH2:15]2)=[O:7])=[CH:34][CH:35]=1. (3) Given the reactants C([O-])(=O)C.[K+].[CH2:6]([O:13][C:14]1[CH:19]=[CH:18][C:17](I)=[CH:16][C:15]=1[CH2:21][C@H:22]([NH:33][C:34]([O:36][C:37]([CH3:40])([CH3:39])[CH3:38])=[O:35])[C:23]([O:25][CH2:26][C:27]1[CH:32]=[CH:31][CH:30]=[CH:29][CH:28]=1)=[O:24])[C:7]1[CH:12]=[CH:11][CH:10]=[CH:9][CH:8]=1.[CH3:41][C:42]1([CH3:58])[C:46]([CH3:48])([CH3:47])[O:45][B:44]([B:44]2[O:45][C:46]([CH3:48])([CH3:47])[C:42]([CH3:58])([CH3:41])[O:43]2)[O:43]1, predict the reaction product. The product is: [CH2:6]([O:13][C:14]1[CH:19]=[CH:18][C:17]([B:44]2[O:45][C:46]([CH3:48])([CH3:47])[C:42]([CH3:58])([CH3:41])[O:43]2)=[CH:16][C:15]=1[CH2:21][C@H:22]([NH:33][C:34]([O:36][C:37]([CH3:40])([CH3:39])[CH3:38])=[O:35])[C:23]([O:25][CH2:26][C:27]1[CH:32]=[CH:31][CH:30]=[CH:29][CH:28]=1)=[O:24])[C:7]1[CH:12]=[CH:11][CH:10]=[CH:9][CH:8]=1. (4) Given the reactants [C:1]([NH:9][C:10]1[CH:15]=[CH:14][C:13]([C:16]2[CH:24]=[C:23]3[C:19]([CH2:20][N:21]([C@@H:26]([CH:31]([CH3:33])[CH3:32])[C:27]([O:29][CH3:30])=[O:28])[C:22]3=[O:25])=[CH:18][CH:17]=2)=[CH:12][CH:11]=1)(=[O:8])[C:2]1[CH:7]=[CH:6][CH:5]=[CH:4][CH:3]=1.NC1C=CC(C2C=C3C(CN([C@@H](C(C)C)C(OC)=O)C3=O)=CC=2)=CC=1.[F:59][C:60]([F:71])([F:70])C1C=CC(C(Cl)=O)=CC=1, predict the reaction product. The product is: [CH3:32][CH:31]([CH3:33])[C@H:26]([N:21]1[CH2:20][C:19]2[C:23](=[CH:24][C:16]([C:13]3[CH:12]=[CH:11][C:10]([NH:9][C:1](=[O:8])[C:2]4[CH:3]=[CH:4][C:5]([C:60]([F:71])([F:70])[F:59])=[CH:6][CH:7]=4)=[CH:15][CH:14]=3)=[CH:17][CH:18]=2)[C:22]1=[O:25])[C:27]([O:29][CH3:30])=[O:28]. (5) Given the reactants [Br:1][C:2]1[CH:14]=[C:13]2[C:5]([C:6]3[CH:7]=[CH:8][C:9]([NH2:23])=[CH:10][C:11]=3[C:12]2([CH2:19][CH2:20][CH2:21][CH3:22])[CH2:15][CH2:16][CH2:17][CH3:18])=[CH:4][CH:3]=1.C(=O)([O-])[O-].[K+].[K+].I[CH2:31][CH2:32][CH2:33][CH2:34][CH2:35]I, predict the reaction product. The product is: [Br:1][C:2]1[CH:14]=[C:13]2[C:5]([C:6]3[CH:7]=[CH:8][C:9]([N:23]4[CH2:35][CH2:34][CH2:33][CH2:32][CH2:31]4)=[CH:10][C:11]=3[C:12]2([CH2:19][CH2:20][CH2:21][CH3:22])[CH2:15][CH2:16][CH2:17][CH3:18])=[CH:4][CH:3]=1. (6) Given the reactants [CH3:1][O:2][C:3](=[O:14])[CH2:4][O:5][C:6]1[CH:11]=[CH:10][C:9]([F:12])=[C:8]([NH2:13])[CH:7]=1.C([O:17][C:18](=O)[CH:19]([CH2:24][C:25]1[CH:30]=[CH:29][C:28]([Br:31])=[CH:27][CH:26]=1)[C:20](=O)[CH2:21][CH3:22])C, predict the reaction product. The product is: [CH3:1][O:2][C:3](=[O:14])[CH2:4][O:5][C:6]1[CH:11]=[CH:10][C:9]([F:12])=[C:8]2[C:7]=1[C:18](=[O:17])[C:19]([CH2:24][C:25]1[CH:26]=[CH:27][C:28]([Br:31])=[CH:29][CH:30]=1)=[C:20]([CH2:21][CH3:22])[NH:13]2. (7) Given the reactants [C:1]([C:3]1[CH:8]=[CH:7][C:6]([CH2:9]O)=[CH:5][CH:4]=1)#[CH:2].C(N(CC)CC)C.[Cl:18]CCl, predict the reaction product. The product is: [Cl:18][CH2:9][C:6]1[CH:7]=[CH:8][C:3]([C:1]#[CH:2])=[CH:4][CH:5]=1.